This data is from Full USPTO retrosynthesis dataset with 1.9M reactions from patents (1976-2016). The task is: Predict the reactants needed to synthesize the given product. (1) Given the product [CH3:17][C:16]([S@@:14]([N:13]1[CH2:2][CH2:3][CH2:4][C@H:5]1[C:6]1[CH:11]=[CH:10][C:9]([Br:12])=[CH:8][CH:7]=1)=[O:15])([CH3:19])[CH3:18], predict the reactants needed to synthesize it. The reactants are: Cl[CH2:2][CH2:3][CH2:4]/[C:5](=[N:13]\[S@:14]([C:16]([CH3:19])([CH3:18])[CH3:17])=[O:15])/[C:6]1[CH:11]=[CH:10][C:9]([Br:12])=[CH:8][CH:7]=1.CC(C[AlH]CC(C)C)C.[Li+].C[Si]([N-][Si](C)(C)C)(C)C. (2) Given the product [F:25][C:26]([F:45])([F:44])[S:27]([O:1][C:2]1[CH2:7][CH2:6][CH2:5][N:4]([C:8]([O:10][C:11]([CH3:14])([CH3:13])[CH3:12])=[O:9])[CH:3]=1)(=[O:29])=[O:28], predict the reactants needed to synthesize it. The reactants are: [O:1]=[C:2]1[CH2:7][CH2:6][CH2:5][N:4]([C:8]([O:10][C:11]([CH3:14])([CH3:13])[CH3:12])=[O:9])[CH2:3]1.C[Si]([N-][Si](C)(C)C)(C)C.[Li+].[F:25][C:26]([F:45])([F:44])[S:27](N(C1C=CC=CC=1)[S:27]([C:26]([F:45])([F:44])[F:25])(=[O:29])=[O:28])(=[O:29])=[O:28]. (3) The reactants are: [OH:1][CH2:2][CH2:3][N:4]1[CH:8]=[CH:7][C:6]([C:9]2[C:17]3[C:16]([NH:18][C@H:19]([C:21]4[N:26]([C:27]5[CH:32]=[CH:31][CH:30]=[CH:29][CH:28]=5)[C:25](=[O:33])[C:24]5=[C:34]([CH3:37])[CH:35]=[CH:36][N:23]5[N:22]=4)[CH3:20])=[N:15][CH:14]=[N:13][C:12]=3[N:11](COCC[Si](C)(C)C)[CH:10]=2)=[N:5]1.FC(F)(F)C(O)=O.N. Given the product [OH:1][CH2:2][CH2:3][N:4]1[CH:8]=[CH:7][C:6]([C:9]2[C:17]3[C:16]([NH:18][C@H:19]([C:21]4[N:26]([C:27]5[CH:32]=[CH:31][CH:30]=[CH:29][CH:28]=5)[C:25](=[O:33])[C:24]5=[C:34]([CH3:37])[CH:35]=[CH:36][N:23]5[N:22]=4)[CH3:20])=[N:15][CH:14]=[N:13][C:12]=3[NH:11][CH:10]=2)=[N:5]1, predict the reactants needed to synthesize it. (4) Given the product [CH2:16]([N:23]1[CH2:28][CH2:27][N:26]([CH2:31][CH2:13][CH2:12][CH2:11][C:9]2[O:8][N:7]=[C:6]([C:2]3[S:1][CH:5]=[CH:4][CH:3]=3)[CH:10]=2)[CH2:25][CH2:24]1)[C:17]1[CH:18]=[CH:19][CH:20]=[CH:21][CH:22]=1, predict the reactants needed to synthesize it. The reactants are: [S:1]1[CH:5]=[CH:4][CH:3]=[C:2]1[C:6]1[CH:10]=[C:9]([CH:11](C)[CH2:12][CH:13]=O)[O:8][N:7]=1.[CH2:16]([N:23]1[CH2:28][CH2:27][NH:26][CH2:25][CH2:24]1)[C:17]1[CH:22]=[CH:21][CH:20]=[CH:19][CH:18]=1.[BH-](OC(C)=O)(OC(C)=O)O[C:31](C)=O.[Na+].C(O)(=O)C. (5) Given the product [Cl:1][C:2]1[N:10]=[C:9]2[C:5]([N:6]([CH2:18][C:19]3[CH:24]=[CH:23][C:22]([Cl:25])=[CH:21][CH:20]=3)[C:7]([C:11]3[CH:12]=[CH:13][CH:14]=[C:15]([CH3:17])[CH:16]=3)=[N:8]2)=[C:4]([NH:35][C@@H:31]([CH:27]2[CH2:30][CH2:29][CH2:28]2)[CH2:32][CH:33]=[CH2:34])[N:3]=1, predict the reactants needed to synthesize it. The reactants are: [Cl:1][C:2]1[N:10]=[C:9]2[C:5]([N:6]([CH2:18][C:19]3[CH:24]=[CH:23][C:22]([Cl:25])=[CH:21][CH:20]=3)[C:7]([C:11]3[CH:16]=[C:15]([CH3:17])[CH:14]=[CH:13][CH:12]=3)=[N:8]2)=[C:4](Cl)[N:3]=1.[CH:27]1([CH:31]([NH2:35])[CH2:32][CH:33]=[CH2:34])[CH2:30][CH2:29][CH2:28]1.C(N(C(C)C)CC)(C)C. (6) Given the product [CH3:31][C:29]1([CH3:32])[CH2:28][CH2:27][NH:26][CH:25]([C:23]([NH:22][C:19]2([C:16]3[CH:15]=[CH:14][C:13]([C:11]([O:10][CH3:9])=[O:12])=[CH:18][CH:17]=3)[CH2:21][CH2:20]2)=[O:24])[CH2:30]1, predict the reactants needed to synthesize it. The reactants are: C(=O)(OC(C)(C)C)N.[CH3:9][O:10][C:11]([C:13]1[CH:18]=[CH:17][C:16]([C:19]2([NH:22][C:23]([CH:25]3[CH2:30][C:29]([CH3:32])([CH3:31])[CH2:28][CH2:27][N:26]3C(OC(C)(C)C)=O)=[O:24])[CH2:21][CH2:20]2)=[CH:15][CH:14]=1)=[O:12]. (7) The reactants are: [CH2:1]([S:3]([N:6]1[CH2:11][CH2:10][CH:9]([C:12]2[C:20]3[C:15](=[C:16]([C:28]([NH2:30])=[O:29])[CH:17]=[C:18]([C:21]4[CH:25]=[C:24]([CH:26]=O)[S:23][CH:22]=4)[CH:19]=3)[NH:14][CH:13]=2)[CH2:8][CH2:7]1)(=[O:5])=[O:4])[CH3:2].[CH2:31]([CH:34]1[CH2:38][CH2:37][CH2:36][NH:35]1)[CH2:32][CH3:33].C(O[BH-](OC(=O)C)OC(=O)C)(=O)C.[Na+]. Given the product [CH2:1]([S:3]([N:6]1[CH2:11][CH2:10][CH:9]([C:12]2[C:20]3[C:15](=[C:16]([C:28]([NH2:30])=[O:29])[CH:17]=[C:18]([C:21]4[CH:25]=[C:24]([CH2:26][N:35]5[CH2:36][CH2:37][CH2:38][CH:34]5[CH2:31][CH2:32][CH3:33])[S:23][CH:22]=4)[CH:19]=3)[NH:14][CH:13]=2)[CH2:8][CH2:7]1)(=[O:4])=[O:5])[CH3:2], predict the reactants needed to synthesize it.